Dataset: Forward reaction prediction with 1.9M reactions from USPTO patents (1976-2016). Task: Predict the product of the given reaction. (1) Given the reactants [Cl:1][C:2]1[CH:31]=[CH:30][CH:29]=[C:28]([Cl:32])[C:3]=1[CH2:4][C:5]1[N:6]=[C:7]([NH:16][C:17]2[CH:25]=[CH:24][C:20]([C:21](O)=[O:22])=[CH:19][C:18]=2[O:26][CH3:27])[C:8]2[C:9](=[O:15])[NH:10][CH:11]=[CH:12][C:13]=2[CH:14]=1.[O:33]1[CH2:38][CH2:37][N:36]([CH2:39][CH2:40][CH2:41][NH2:42])[CH2:35][CH2:34]1.N1(OC(N(C)C)=[N+](C)C)C2N=CC=CC=2N=N1.C(N(CC)CC)C, predict the reaction product. The product is: [Cl:1][C:2]1[CH:31]=[CH:30][CH:29]=[C:28]([Cl:32])[C:3]=1[CH2:4][C:5]1[N:6]=[C:7]([NH:16][C:17]2[CH:25]=[CH:24][C:20]([C:21]([NH:42][CH2:41][CH2:40][CH2:39][N:36]3[CH2:37][CH2:38][O:33][CH2:34][CH2:35]3)=[O:22])=[CH:19][C:18]=2[O:26][CH3:27])[C:8]2[C:9](=[O:15])[NH:10][CH:11]=[CH:12][C:13]=2[CH:14]=1. (2) Given the reactants [F:1][C:2]1[CH:3]=[C:4]([CH2:16][OH:17])[CH:5]=[CH:6][C:7]=1[O:8][C:9]1[CH:14]=[CH:13][C:12]([F:15])=[CH:11][CH:10]=1.Cl[C:19]1[CH:35]=[C:23]2[N:24](C(OC(C)(C)C)=O)[CH2:25][CH2:26][CH2:27][N:22]2[C:21](=[O:36])[N:20]=1, predict the reaction product. The product is: [F:1][C:2]1[CH:3]=[C:4]([CH:5]=[CH:6][C:7]=1[O:8][C:9]1[CH:14]=[CH:13][C:12]([F:15])=[CH:11][CH:10]=1)[CH2:16][O:17][C:19]1[CH:35]=[C:23]2[NH:24][CH2:25][CH2:26][CH2:27][N:22]2[C:21](=[O:36])[N:20]=1. (3) Given the reactants Cl.Cl[CH2:3][CH2:4][N:5]1[CH2:10][CH2:9][O:8][CH2:7][CH2:6]1.[N+:11]([C:14]1[CH:15]=[C:16]([OH:20])[CH:17]=[CH:18][CH:19]=1)([O-])=O, predict the reaction product. The product is: [NH2:11][C:14]1[CH:15]=[C:16]([CH:17]=[CH:18][CH:19]=1)[O:20][CH2:3][CH2:4][N:5]1[CH2:10][CH2:9][O:8][CH2:7][CH2:6]1. (4) Given the reactants [F:1][C:2]([F:7])([F:6])[C:3]([OH:5])=[O:4].[F:8][C:9]([F:14])([F:13])[C:10]([OH:12])=[O:11].FC(F)(F)C(O)=O.[Cl:22][C:23]1[CH:24]=[N:25][C:26]2[NH:27][C:28]3[CH:29]=[N:30][CH:31]=[C:32]([CH:53]=3)[CH2:33][CH2:34][C:35]3[CH:43]=[C:39]([NH:40][C:41]=1[N:42]=2)[CH:38]=[CH:37][C:36]=3[O:44][CH2:45][CH2:46][CH:47]1[CH2:52][CH2:51][NH:50][CH2:49][CH2:48]1.[F:54][C:55]1[CH:60]=[CH:59][CH:58]=[C:57]([N:61]=[C:62]=[O:63])[CH:56]=1, predict the reaction product. The product is: [F:1][C:2]([F:7])([F:6])[C:3]([OH:5])=[O:4].[F:8][C:9]([F:14])([F:13])[C:10]([OH:12])=[O:11].[Cl:22][C:23]1[CH:24]=[N:25][C:26]2[NH:27][C:28]3[CH:29]=[N:30][CH:31]=[C:32]([CH:53]=3)[CH2:33][CH2:34][C:35]3[CH:43]=[C:39]([NH:40][C:41]=1[N:42]=2)[CH:38]=[CH:37][C:36]=3[O:44][CH2:45][CH2:46][CH:47]1[CH2:48][CH2:49][N:50]([C:62]([NH:61][C:57]2[CH:58]=[CH:59][CH:60]=[C:55]([F:54])[CH:56]=2)=[O:63])[CH2:51][CH2:52]1. (5) Given the reactants ClC1C=CC=CC=1NC(=O)NC1C=CC(C2C=C3C(CN([C@@H](C(C)C)C(O)=O)C3=O)=CC=2)=NC=1.[CH3:35][C:36]1[CH:37]=[C:38]([NH:43][C:44](=[O:70])[NH:45][C:46]2[CH:47]=[CH:48][C:49]([C:52]3[CH:60]=[C:59]4[C:55]([CH2:56][N:57]([C@@H:62]([CH:67]([CH3:69])[CH3:68])[C:63]([O:65]C)=[O:64])[C:58]4=[O:61])=[CH:54][CH:53]=3)=[N:50][CH:51]=2)[CH:39]=[CH:40][C:41]=1[CH3:42], predict the reaction product. The product is: [CH3:35][C:36]1[CH:37]=[C:38]([NH:43][C:44](=[O:70])[NH:45][C:46]2[CH:47]=[CH:48][C:49]([C:52]3[CH:60]=[C:59]4[C:55]([CH2:56][N:57]([C@@H:62]([CH:67]([CH3:68])[CH3:69])[C:63]([OH:65])=[O:64])[C:58]4=[O:61])=[CH:54][CH:53]=3)=[N:50][CH:51]=2)[CH:39]=[CH:40][C:41]=1[CH3:42]. (6) Given the reactants [CH:1]([C:3]1[CH:8]=[CH:7][C:6]([C:9]#[C:10][CH2:11][CH2:12][O:13][S:14]([C:17]2[CH:22]=[CH:21][C:20]([CH3:23])=[CH:19][CH:18]=2)(=[O:16])=[O:15])=[CH:5][CH:4]=1)=O.[NH:24]1[CH2:29][CH2:28][CH2:27][CH2:26][CH2:25]1.C(O[BH-](OC(=O)C)OC(=O)C)(=O)C.[Na+].[OH-].[Na+], predict the reaction product. The product is: [N:24]1([CH2:1][C:3]2[CH:8]=[CH:7][C:6]([C:9]#[C:10][CH2:11][CH2:12][O:13][S:14]([C:17]3[CH:22]=[CH:21][C:20]([CH3:23])=[CH:19][CH:18]=3)(=[O:16])=[O:15])=[CH:5][CH:4]=2)[CH2:29][CH2:28][CH2:27][CH2:26][CH2:25]1.